This data is from Forward reaction prediction with 1.9M reactions from USPTO patents (1976-2016). The task is: Predict the product of the given reaction. Given the reactants [H-].[Na+].[C:3]1([SH:9])[CH:8]=[CH:7][CH:6]=[CH:5][CH:4]=1.Cl[CH2:11][C:12]([NH:14][C:15]1[S:16][CH:17]=[C:18]([C:20]2[CH:25]=[CH:24][N:23]=[CH:22][CH:21]=2)[N:19]=1)=[O:13].C(OCC)(=O)C, predict the reaction product. The product is: [C:3]1([S:9][CH2:11][C:12]([NH:14][C:15]2[S:16][CH:17]=[C:18]([C:20]3[CH:25]=[CH:24][N:23]=[CH:22][CH:21]=3)[N:19]=2)=[O:13])[CH:8]=[CH:7][CH:6]=[CH:5][CH:4]=1.